This data is from Peptide-MHC class II binding affinity with 134,281 pairs from IEDB. The task is: Regression. Given a peptide amino acid sequence and an MHC pseudo amino acid sequence, predict their binding affinity value. This is MHC class II binding data. (1) The peptide sequence is TNIRQAGVQYSR. The MHC is HLA-DQA10301-DQB10301 with pseudo-sequence HLA-DQA10301-DQB10301. The binding affinity (normalized) is 0.859. (2) The peptide sequence is EKDIEIIPIQEEEY. The MHC is HLA-DQA10501-DQB10201 with pseudo-sequence HLA-DQA10501-DQB10201. The binding affinity (normalized) is 0.692. (3) The peptide sequence is KKDQVVMTSLALVGAALK. The MHC is HLA-DQA10501-DQB10302 with pseudo-sequence HLA-DQA10501-DQB10302. The binding affinity (normalized) is 0.441. (4) The peptide sequence is SWEYWGAQLNAMKPD. The MHC is DRB3_0202 with pseudo-sequence DRB3_0202. The binding affinity (normalized) is 0.366. (5) The MHC is HLA-DQA10102-DQB10501 with pseudo-sequence HLA-DQA10102-DQB10501. The peptide sequence is GWGNGCGLFGKGSIV. The binding affinity (normalized) is 0. (6) The peptide sequence is ASDVETAEGGEIHEL. The MHC is HLA-DPA10201-DPB10101 with pseudo-sequence HLA-DPA10201-DPB10101. The binding affinity (normalized) is 0.214. (7) The peptide sequence is GKTKEGVLYVGSKTK. The MHC is DRB1_0405 with pseudo-sequence DRB1_0405. The binding affinity (normalized) is 0.354.